From a dataset of Full USPTO retrosynthesis dataset with 1.9M reactions from patents (1976-2016). Predict the reactants needed to synthesize the given product. (1) Given the product [OH:8][C@H:9]1[C@:12]2([C:23]3[CH:24]=[CH:25][CH:26]=[CH:27][CH:28]=3)[C:13]3[CH:21]=[CH:20][CH:19]=[CH:18][C:14]=3[O:15][CH2:16][CH2:17][N:11]2[C:10]1=[O:29], predict the reactants needed to synthesize it. The reactants are: C([O:8][C@H:9]1[C@:12]2([C:23]3[CH:28]=[CH:27][CH:26]=[CH:25][CH:24]=3)[C:13]3[CH:21]=[C:20](Cl)[CH:19]=[CH:18][C:14]=3[O:15][CH2:16][CH2:17][N:11]2[C:10]1=[O:29])C1C=CC=CC=1.C(O)(=O)C.[H][H]. (2) Given the product [CH2:1]([O:8][C:9]([C:11]1[CH:16]=[CH:15][C:14]([CH2:17][CH2:18][C:19]2[C:20]3[C:27]([O:28][CH3:29])=[CH:26][CH:25]=[CH:24][C:21]=3[S:22][CH:23]=2)=[CH:13][CH:12]=1)=[O:10])[C:2]1[CH:3]=[CH:4][CH:5]=[CH:6][CH:7]=1, predict the reactants needed to synthesize it. The reactants are: [CH2:1]([O:8][C:9]([C:11]1[CH:16]=[CH:15][C:14]([C:17]#[C:18][C:19]2[C:20]3[C:27]([O:28][CH3:29])=[CH:26][CH:25]=[CH:24][C:21]=3[S:22][CH:23]=2)=[CH:13][CH:12]=1)=[O:10])[C:2]1[CH:7]=[CH:6][CH:5]=[CH:4][CH:3]=1. (3) Given the product [C:25]([NH:1][C@H:2]([C@H:7]([CH2:9][C:10](=[O:11])[OH:12])[OH:8])[CH2:3][CH:4]([CH3:6])[CH3:5])([O:24][C:21]([CH3:23])([CH3:22])[CH3:20])=[O:26], predict the reactants needed to synthesize it. The reactants are: [NH2:1][C@H:2]([C@H:7]([CH2:9][C:10](=[O:12])[OH:11])[OH:8])[CH2:3][CH:4]([CH3:6])[CH3:5].C(N(CC)CC)C.[CH3:20][C:21]([O:24][C:25](O[C:25]([O:24][C:21]([CH3:23])([CH3:22])[CH3:20])=[O:26])=[O:26])([CH3:23])[CH3:22]. (4) The reactants are: C(OC(=O)[NH:7][C@H:8]([C:10]1[N:14]([CH:15]2[CH2:20][CH2:19][CH2:18][CH2:17][CH2:16]2)[C:13]2[CH:21]=[C:22]([F:25])[CH:23]=[CH:24][C:12]=2[N:11]=1)[CH3:9])(C)(C)C.C(O)(C(F)(F)F)=O. Given the product [CH:15]1([N:14]2[C:13]3[CH:21]=[C:22]([F:25])[CH:23]=[CH:24][C:12]=3[N:11]=[C:10]2[C@@H:8]([NH2:7])[CH3:9])[CH2:16][CH2:17][CH2:18][CH2:19][CH2:20]1, predict the reactants needed to synthesize it. (5) Given the product [CH3:7][C:5]1[S:4][C:3]([C:8]2[CH:9]=[CH:10][N:31]=[C:29]([NH:28][C:25]3[CH:24]=[CH:23][C:22]([CH2:21][N:15]4[CH2:20][CH2:19][O:18][CH2:17][CH2:16]4)=[CH:27][CH:26]=3)[N:30]=2)=[C:2]([CH3:1])[N:6]=1, predict the reactants needed to synthesize it. The reactants are: [CH3:1][C:2]1[N:6]=[C:5]([CH3:7])[S:4][C:3]=1/[CH:8]=[CH:9]/[C:10](N(C)C)=O.[N:15]1([CH2:21][C:22]2[CH:27]=[CH:26][C:25]([NH:28][C:29]([NH2:31])=[NH:30])=[CH:24][CH:23]=2)[CH2:20][CH2:19][O:18][CH2:17][CH2:16]1.CC#N.